Dataset: Peptide-MHC class I binding affinity with 185,985 pairs from IEDB/IMGT. Task: Regression. Given a peptide amino acid sequence and an MHC pseudo amino acid sequence, predict their binding affinity value. This is MHC class I binding data. (1) The peptide sequence is VYFSPWFFL. The MHC is HLA-A69:01 with pseudo-sequence HLA-A69:01. The binding affinity (normalized) is 0.0847. (2) The peptide sequence is PERLERWHSL. The MHC is Mamu-A11 with pseudo-sequence Mamu-A11. The binding affinity (normalized) is 0. (3) The peptide sequence is KTPAWMYF. The MHC is Mamu-A01 with pseudo-sequence Mamu-A01. The binding affinity (normalized) is 0.709. (4) The binding affinity (normalized) is 0.0847. The MHC is HLA-A26:01 with pseudo-sequence HLA-A26:01. The peptide sequence is TTYVYTLPV.